Binary Classification. Given a miRNA mature sequence and a target amino acid sequence, predict their likelihood of interaction. From a dataset of Experimentally validated miRNA-target interactions with 360,000+ pairs, plus equal number of negative samples. (1) The miRNA is hsa-miR-670-5p with sequence GUCCCUGAGUGUAUGUGGUG. The protein sequence of the target gene is MAALLLRHVGRHCLRAHFSPQLCIRNAVPLGTTAKEEMERFWNKNIGSNRPLSPHITIYSWSLPMAMSICHRGTGIALSAGVSLFGMSALLLPGNFESYLELVKSLCLGPALIHTAKFALVFPLMYHTWNGIRHLMWDLGKGLKIPQLYQSGVVVLVLTVLSSMGLAAM. Result: 0 (no interaction). (2) The miRNA is rno-miR-30a-3p with sequence CUUUCAGUCGGAUGUUUGCAGC. The protein sequence of the target gene is MKLVVLVALWLWPSSLLAYPTITVLPDEEQNLNHYVHILQNLIMSVPTKEQDLGKKLSSSRTVDSAEPRSLASKVLLTPGLVSAQDVTPESDVLIRPVDETTNSRTRGFTLRRRRTQSTAFWSIRPNNISVVLRTEEPFIEKEPEPELESSRLPTEPEPELEPEPEPVAESRQMSEPEEELVTSTTPNKELTGTSRISSMATQPANTQATRITVTVKTTSTMDVSTDSEDVPQLSGQSEIPSAEDLPGRHSLNTRHEDILKKISNINAEIQQGLLGGNNSPEFKEFIKASREHLKRSLAL.... Result: 0 (no interaction). (3) The miRNA is mmu-miR-362-5p with sequence AAUCCUUGGAACCUAGGUGUGAAU. The protein sequence of the target gene is MIRTNFLLKQGRRHESKDKSSKRHKSEEHNDKEHSSDKGRERLNSSENGEDRHKRKERKSSRGRSHSRSRSRERRHRSRSRERKKSRSRSRDRKKSRSRSRDRKKSRSRSRDRKRRIRTRSRSRSRHRHRTRSRSRSRSRSRDRKKRIEKPRRFSRSLSRTPSPPPFRGRNTAMDAQEALARRLERAKKLQEQREKEMVEKQKQQEMAAAAAATGGSVLNVAALLASGTQVTPQIAMAAQMAALQAKALAETGIAVPSYYNPAAVNPMKFAEQEKKRKMLWQGKKEGDKSQSAEIWEKLN.... Result: 1 (interaction). (4) The miRNA is mmu-miR-100-5p with sequence AACCCGUAGAUCCGAACUUGUG. The protein sequence of the target gene is MGPTRKPNVCSRLSRRALGCFSRDAGVVQRTNLGILRALVCQESTKFKNVWTTHSRSPIAYERGRIYFDNYRRCVSSVASEPRKLYEMPKCSKSEKIEDALLWECPVGDILPNSSDYKSSLIALTAHNWLLRISATTGKILEKIYLAPYCKFRYLSWDTPQEVIAVKSAQNRGSAVARQAGIQQHVLLYLAVFRVLPFSLVGILEINKKIFGNVTDATLSHGILIVMYSSGLVRLYSFQTIAEQFMQQKLDLGCACRWGGTTGTVGEAPFGIPCNIKITDMPPLLFEVSSLENAFQIGGH.... Result: 0 (no interaction). (5) The miRNA is mmu-miR-5135 with sequence AGGUCUAGGUGGCAAGGGCGUCCU. The protein sequence of the target gene is MATLRSLLLAALLWVPAEALSCYGDSGQPVDWFVVYKLPAHSGSRDTPKGLTYKYMDQNSDGWQDGVGYINSSEGAVGRSLQPLYRKNSSQLAFLLYNDQPPKSSSARDSTGHGHTKGVLLLDQEGGFWLVHSVPRFPPPASSGAYTWPPNAQTFGQTLLCVSLPFTQFARIGKQLTYTYPLVYDHKLEGFFAQKLPDLETVIKNQHVLHEPWNSSVILTSQAGATFQSFAKFGKFGDDLYSGWLAEALGTNLQVQFWQNSPGILPSNCSGAYQVLDVTQTGFPGPSRLTFSATEDHSKW.... Result: 1 (interaction). (6) The miRNA is hsa-miR-657 with sequence GGCAGGUUCUCACCCUCUCUAGG. The protein sequence of the target gene is MVAAKKTKKSLESINSRLQLVMKSGKYVLGYKQTLKMIRQGKAKLVILANNCPALRKSEIEYYAMLAKTGVHHYSGNNIELGTACGKYYRVCTLAIIDPGDSDIIRSMPEQTGEK. Result: 1 (interaction).